This data is from Catalyst prediction with 721,799 reactions and 888 catalyst types from USPTO. The task is: Predict which catalyst facilitates the given reaction. (1) Reactant: [CH2:1]([O:3][C:4]([N:6]1[CH2:11][CH2:10][N:9]([C:12]([CH:14]([NH:21][C:22]([C:24]2[CH:33]=[C:32]([Cl:34])[C:31]3[C:26](=[CH:27][CH:28]=[CH:29][CH:30]=3)[N:25]=2)=[O:23])[CH2:15][CH2:16][C:17]([O:19]C)=[O:18])=[O:13])[CH2:8][CH2:7]1)=[O:5])[CH3:2].[Li+].[OH-]. Product: [CH2:1]([O:3][C:4]([N:6]1[CH2:7][CH2:8][N:9]([C:12]([CH:14]([NH:21][C:22]([C:24]2[CH:33]=[C:32]([Cl:34])[C:31]3[C:26](=[CH:27][CH:28]=[CH:29][CH:30]=3)[N:25]=2)=[O:23])[CH2:15][CH2:16][C:17]([OH:19])=[O:18])=[O:13])[CH2:10][CH2:11]1)=[O:5])[CH3:2]. The catalyst class is: 1. (2) Reactant: C1C2C(=CC3C(C=2C[O:16][C:17]2[C:18]4[O:37][N:36]=[C:35]([C:38]5[CH:43]=[CH:42][CH:41]=[CH:40][CH:39]=5)[C:19]=4[C:20]([CH2:28][C:29]4[CH:34]=[CH:33][CH:32]=[CH:31][CH:30]=4)=[N:21][C:22]=2[C:23]([O:25][CH2:26][CH3:27])=[O:24])=CC=CC=3)C=CC=1.FC(F)(F)C(O)=O. Product: [CH2:28]([C:20]1[C:19]2[C:35]([C:38]3[CH:39]=[CH:40][CH:41]=[CH:42][CH:43]=3)=[N:36][O:37][C:18]=2[C:17]([OH:16])=[C:22]([C:23]([O:25][CH2:26][CH3:27])=[O:24])[N:21]=1)[C:29]1[CH:34]=[CH:33][CH:32]=[CH:31][CH:30]=1. The catalyst class is: 2.